Dataset: Experimentally validated miRNA-target interactions with 360,000+ pairs, plus equal number of negative samples. Task: Binary Classification. Given a miRNA mature sequence and a target amino acid sequence, predict their likelihood of interaction. (1) The miRNA is hsa-miR-1284 with sequence UCUAUACAGACCCUGGCUUUUC. The protein sequence of the target gene is MATTGALGNYYVDSFLLGADAADELSVGRYAPGTLGQPPRQAATLAEHPDFSPCSFQSKATVFGASWNPVHAAGANAVPAAVYHHHHHHPYVHPQAPVAAAAPDGRYMRSWLEPTPGALSFAGLPSSRPYGIKPEPLSARRGDCPTLDTHTLSLTDYACGSPPVDREKQPSEGAFSENNAENESGGDKPPIDPNNPAANWLHARSTRKKRCPYTKHQTLELEKEFLFNMYLTRDRRYEVARLLNLTERQVKIWFQNRRMKMKKINKDRAKDE. Result: 1 (interaction). (2) The miRNA is hsa-miR-3200-5p with sequence AAUCUGAGAAGGCGCACAAGGU. The protein sequence of the target gene is MIVFGGEDRSDLFLPDSQTNEERKQYDSVAFEDVAVNFTQEEWALLGPSQKSLYRDVMWETIRNLDCIGMKWEDTNIEDQHRNPRRSLRCHIIERFSESRQPDSTVNEKPPGVDPCKSSVCGEIMGCSFLNCYITFDAGHKPDECQEYGEKPHTHKQCGTAFNYHHSFQTQERPHTGKKRYDCKECGKTFSSSGNLRRHIIVQRGGGPYICKLCGKAFFWPSLFRMHERTHTGEKPYECKQCCKAFPIYSSYLRHERTHTGEKPYECKHCSKAFPDYSSYVRHERTHTGEKPYKCKRCGR.... Result: 1 (interaction). (3) The miRNA is hsa-miR-128-3p with sequence UCACAGUGAACCGGUCUCUUU. The protein sequence of the target gene is MAVARAGVLGVQWLQRASRNVMPLGARTASHMTKDMFPGPYPRTPEERAAAAKKYNMRVEDYEPYPDDGMGYGDYPKLPDRSQHERDPWYSWDQPGLRLNWGEPMHWHLDMYNRNRVDTSPTPVSWHVMCMQLFGFLAFMIFMCWVGDVYPVYQPVGPKQYPYNNLYLERGGDPSKEPERVVHYEI. Result: 0 (no interaction).